From a dataset of Forward reaction prediction with 1.9M reactions from USPTO patents (1976-2016). Predict the product of the given reaction. (1) Given the reactants [O:1]1[CH:5]=[CH:4][C:3]([CH2:6]CN)=[CH:2]1.[N+:9]([CH3:12])([O-:11])=[O:10], predict the reaction product. The product is: [N+:9]([CH:12]=[CH:6][CH:3]1[CH2:4][CH2:5][O:1][CH2:2]1)([O-:11])=[O:10]. (2) Given the reactants [CH3:1][C:2]1[C:8]([Cl:9])=[CH:7][CH:6]=[CH:5][C:3]=1[NH2:4].[C:10]([NH:17][CH2:18][C:19](O)=[O:20])([O:12][C:13]([CH3:16])([CH3:15])[CH3:14])=[O:11].CN([P+](ON1N=NC2C=CC=CC1=2)(N(C)C)N(C)C)C.F[P-](F)(F)(F)(F)F, predict the reaction product. The product is: [C:13]([O:12][C:10](=[O:11])[NH:17][CH2:18][C:19](=[O:20])[NH:4][C:3]1[CH:5]=[CH:6][CH:7]=[C:8]([Cl:9])[C:2]=1[CH3:1])([CH3:16])([CH3:14])[CH3:15]. (3) Given the reactants FC(F)(F)S(O[C:7]1[CH:12]=[CH:11][C:10]([C:13]2([C:17]3[CH:22]=[CH:21][C:20](O)=[CH:19][CH:18]=3)[CH2:16][CH2:15][CH2:14]2)=[CH:9][CH:8]=1)(=O)=O.C([O-])(=O)C.[K+].[CH3:46][C:41]1([CH3:47])[C:42]([CH3:45])([CH3:44])[O:43][B:39]([B:39]2[O:43][C:42]([CH3:45])([CH3:44])[C:41]([CH3:47])([CH3:46])[O:40]2)[O:40]1.O, predict the reaction product. The product is: [CH3:45][C:42]1([CH3:44])[C:41]([CH3:46])([CH3:47])[O:40][B:39]([C:7]2[CH:12]=[CH:11][C:10]([C:13]3([C:17]4[CH:22]=[CH:21][CH:20]=[CH:19][CH:18]=4)[CH2:14][CH2:15][CH2:16]3)=[CH:9][CH:8]=2)[O:43]1. (4) The product is: [Cl:8][C:9]1[CH:10]=[C:11]2[C:16](=[CH:17][CH:18]=1)[CH:15]=[C:14]([S:19]([CH2:22][C@@H:23]([NH:42][C:3](=[O:4])[C:2]([F:7])([F:6])[F:1])[C:24]([N:26]1[CH2:27][CH2:28][CH:29]([N:32]3[CH2:36][C:35]4=[CH:37][N:38]=[C:39]([CH3:40])[N:34]4[C:33]3=[O:41])[CH2:30][CH2:31]1)=[O:25])(=[O:21])=[O:20])[CH:13]=[CH:12]2. Given the reactants [F:1][C:2]([F:7])([F:6])[C:3](O)=[O:4].[Cl:8][C:9]1[CH:10]=[C:11]2[C:16](=[CH:17][CH:18]=1)[CH:15]=[C:14]([S:19]([CH2:22][C@@H:23]([NH:42]C(=O)OC(C)(C)C)[C:24]([N:26]1[CH2:31][CH2:30][CH:29]([N:32]3[CH2:36][C:35]4=[CH:37][N:38]=[C:39]([CH3:40])[N:34]4[C:33]3=[O:41])[CH2:28][CH2:27]1)=[O:25])(=[O:21])=[O:20])[CH:13]=[CH:12]2.C(=O)([O-])O.[Na+].C(=O)([O-])[O-].[K+].[K+], predict the reaction product. (5) Given the reactants [Cl:1][CH2:2][CH:3]([CH2:26][Cl:27])[O:4][C:5]1[CH:10]=[CH:9][CH:8]=[C:7]([CH2:11][S:12]([C:15]2[C:24]3[C:19](=[CH:20][CH:21]=[CH:22][CH:23]=3)[CH:18]=[CH:17][CH:16]=2)(=[O:14])=[O:13])[C:6]=1[NH2:25].[N:28]([O-])=O.[Na+].C(=O)(O)[O-].[Na+], predict the reaction product. The product is: [Cl:27][CH2:26][CH:3]([CH2:2][Cl:1])[O:4][C:5]1[CH:10]=[CH:9][CH:8]=[C:7]2[C:6]=1[NH:25][N:28]=[C:11]2[S:12]([C:15]1[C:24]2[C:19](=[CH:20][CH:21]=[CH:22][CH:23]=2)[CH:18]=[CH:17][CH:16]=1)(=[O:13])=[O:14]. (6) The product is: [C:4]([C:3]1[CH:7]=[CH:8][C:9]([Cl:11])=[CH:10][C:2]=1[NH:1][C:22](=[O:28])[C:23]([O:25][CH2:26][CH3:27])=[O:24])(=[O:5])[NH2:6]. Given the reactants [NH2:1][C:2]1[CH:10]=[C:9]([Cl:11])[CH:8]=[CH:7][C:3]=1[C:4]([NH2:6])=[O:5].CCN(C(C)C)C(C)C.Cl[C:22](=[O:28])[C:23]([O:25][CH2:26][CH3:27])=[O:24], predict the reaction product. (7) Given the reactants [CH3:1][C:2]1SC(CNCC)=C(C)[N:6]=1.Cl[C:13]1[C:18]([N+:19]([O-:21])=[O:20])=[CH:17][CH:16]=[C:15](OC)[N:14]=1.C(=O)([O-])[O-].[K+].[K+], predict the reaction product. The product is: [CH2:2]([NH:6][C:13]1[C:18]([N+:19]([O-:21])=[O:20])=[CH:17][CH:16]=[CH:15][N:14]=1)[CH3:1]. (8) Given the reactants [Cl:1][C:2]1[CH:3]=[C:4]2[C:8](=[CH:9][CH:10]=1)[NH:7][C:6](=[O:11])[C:5]2([OH:20])[C:12]1[CH:17]=[CH:16][CH:15]=[CH:14][C:13]=1[O:18][CH3:19].[H-].[Na+].[CH3:23][O:24][C:25]1[CH:30]=[CH:29][C:28]([S:31](Cl)(=[O:33])=[O:32])=[C:27]([O:35][C:36]([F:39])([F:38])[F:37])[CH:26]=1.C([O-])([O-])=O.[K+].[K+], predict the reaction product. The product is: [Cl:1][C:2]1[CH:3]=[C:4]2[C:8](=[CH:9][CH:10]=1)[N:7]([S:31]([C:28]1[CH:29]=[CH:30][C:25]([O:24][CH3:23])=[CH:26][C:27]=1[O:35][C:36]([F:37])([F:38])[F:39])(=[O:33])=[O:32])[C:6](=[O:11])[C:5]2([OH:20])[C:12]1[CH:17]=[CH:16][CH:15]=[CH:14][C:13]=1[O:18][CH3:19]. (9) Given the reactants [Cl:1][C:2]1[CH:7]=[CH:6][CH:5]=[CH:4][C:3]=1[N:8]1[C:12]([OH:13])=[CH:11][C:10]([CH2:14][C:15]([O:17][CH3:18])=[O:16])=[N:9]1.[CH3:19][O:20][C:21]1[CH:26]=[CH:25][C:24]([CH2:27][C:28](Cl)=[O:29])=[CH:23][CH:22]=1, predict the reaction product. The product is: [Cl:1][C:2]1[CH:7]=[CH:6][CH:5]=[CH:4][C:3]=1[N:8]1[C:12]([OH:13])=[C:11]([C:28](=[O:29])[CH2:27][C:24]2[CH:25]=[CH:26][C:21]([O:20][CH3:19])=[CH:22][CH:23]=2)[C:10]([CH2:14][C:15]([O:17][CH3:18])=[O:16])=[N:9]1. (10) Given the reactants [Cl:1][C:2]1[S:13][C:5]2[CH2:6][N:7]([CH3:12])[CH2:8][CH2:9][CH:10]([OH:11])[C:4]=2[CH:3]=1.[C:14]([C:17]1[CH:22]=[CH:21][C:20](F)=[C:19]([Cl:24])[CH:18]=1)(=[O:16])[NH2:15], predict the reaction product. The product is: [ClH:1].[C:14]([C:17]1[CH:22]=[CH:21][C:20]([O:11][CH:10]2[CH2:9][CH2:8][N:7]([CH3:12])[CH2:6][C:5]3[S:13][C:2]([Cl:1])=[CH:3][C:4]2=3)=[C:19]([Cl:24])[CH:18]=1)(=[O:16])[NH2:15].